Dataset: Full USPTO retrosynthesis dataset with 1.9M reactions from patents (1976-2016). Task: Predict the reactants needed to synthesize the given product. (1) Given the product [CH3:1][N:2]([CH3:11])[C:3]1[CH:10]=[CH:9][C:6]([CH2:7][NH:24][C:23]2[CH:25]=[CH:26][C:20]([CH2:12][CH2:13][CH2:14][CH2:15][CH2:16][CH2:17][CH2:18][CH3:19])=[CH:21][CH:22]=2)=[CH:5][CH:4]=1, predict the reactants needed to synthesize it. The reactants are: [CH3:1][N:2]([CH3:11])[C:3]1[CH:10]=[CH:9][C:6]([CH:7]=O)=[CH:5][CH:4]=1.[CH2:12]([C:20]1[CH:26]=[CH:25][C:23]([NH2:24])=[CH:22][CH:21]=1)[CH2:13][CH2:14][CH2:15][CH2:16][CH2:17][CH2:18][CH3:19]. (2) Given the product [ClH:2].[Cl:2][C:3]1[CH:4]=[C:5]([C:9]2[N:14]=[C:13]3[CH2:15][CH2:16][CH2:17][C:12]3=[C:11]([NH:18][C@H:19]3[CH2:24][CH2:23][C@H:22]([CH2:25][C:26]([NH2:27])=[O:29])[CH2:21][CH2:20]3)[CH:10]=2)[CH:6]=[CH:7][CH:8]=1, predict the reactants needed to synthesize it. The reactants are: Cl.[Cl:2][C:3]1[CH:4]=[C:5]([C:9]2[N:14]=[C:13]3[CH2:15][CH2:16][CH2:17][C:12]3=[C:11]([NH:18][C@H:19]3[CH2:24][CH2:23][C@H:22]([CH2:25][C:26]#[N:27])[CH2:21][CH2:20]3)[CH:10]=2)[CH:6]=[CH:7][CH:8]=1.C([O-])(O)=[O:29].[Na+]. (3) Given the product [CH2:1]([N:3]1[CH:7]=[C:6]([C:8]2[S:16][C:15]3[C:10](=[N:11][CH:12]=[CH:13][C:14]=3[O:17][C:18]3[CH:23]=[CH:22][C:21]([NH:24][C:37]([NH:36][C:34](=[O:35])[CH2:33][C:28]4[CH:29]=[CH:30][CH:31]=[CH:32][C:27]=4[F:26])=[S:38])=[CH:20][C:19]=3[F:25])[CH:9]=2)[N:5]=[CH:4]1)[CH3:2], predict the reactants needed to synthesize it. The reactants are: [CH2:1]([N:3]1[CH:7]=[C:6]([C:8]2[S:16][C:15]3[C:10](=[N:11][CH:12]=[CH:13][C:14]=3[O:17][C:18]3[CH:23]=[CH:22][C:21]([NH2:24])=[CH:20][C:19]=3[F:25])[CH:9]=2)[N:5]=[CH:4]1)[CH3:2].[F:26][C:27]1[CH:32]=[CH:31][CH:30]=[CH:29][C:28]=1[CH2:33][C:34]([N:36]=[C:37]=[S:38])=[O:35]. (4) Given the product [OH:1][C:5]1[C:4]([CH:3]=[O:13])=[N:9][CH:8]=[CH:7][CH:6]=1, predict the reactants needed to synthesize it. The reactants are: [O:1]1[C:5]2[CH:6]=[CH:7][CH:8]=[N:9][C:4]=2[CH:3]=C1.CC(C)([O-:13])C.[K+].OC1C=NC=CC=1.COCCl.CN(CCN(C)C)C.[Li]CCCC. (5) Given the product [C:10]1([CH:4]([C:3]2[CH:6]=[CH:7][CH:8]=[CH:9][C:2]=2[CH3:1])[NH2:5])[CH:15]=[CH:14][CH:13]=[CH:12][CH:11]=1, predict the reactants needed to synthesize it. The reactants are: [CH3:1][C:2]1[CH:9]=[CH:8][CH:7]=[CH:6][C:3]=1[C:4]#[N:5].[C:10]1([Mg]Cl)[CH:15]=[CH:14][CH:13]=[CH:12][CH:11]=1.